From a dataset of Full USPTO retrosynthesis dataset with 1.9M reactions from patents (1976-2016). Predict the reactants needed to synthesize the given product. (1) Given the product [OH:30][CH2:29][CH2:28][O:27]/[N:26]=[C:21](/[C:18]1[CH:19]=[CH:20][C:15]2[N:16]([C:12]([CH2:11][C:10]3[C:2]([F:1])=[C:3]4[C:7](=[CH:8][C:9]=3[F:24])[N:6]([CH3:25])[N:5]=[CH:4]4)=[CH:13][N:14]=2)[N:17]=1)\[CH3:22], predict the reactants needed to synthesize it. The reactants are: [F:1][C:2]1[C:10]([CH2:11][C:12]2[N:16]3[N:17]=[C:18]([C:21](=O)[CH3:22])[CH:19]=[CH:20][C:15]3=[N:14][CH:13]=2)=[C:9]([F:24])[CH:8]=[C:7]2[C:3]=1[CH:4]=[N:5][N:6]2[CH3:25].[NH2:26][O:27][CH2:28][CH2:29][OH:30]. (2) Given the product [F:3][C:4]1[CH:9]=[CH:8][C:7]([O:10][C:12]2[N:17]=[C:16]([C:18]([N:20]([CH3:42])[C:21]3[CH:26]=[CH:25][C:24]([CH2:27][N:28]4[CH2:33][CH2:32][N:31]([C:34]([O:36][C:37]([CH3:39])([CH3:38])[CH3:40])=[O:35])[C@@H:30]([CH3:41])[CH2:29]4)=[CH:23][CH:22]=3)=[O:19])[CH:15]=[CH:14][CH:13]=2)=[CH:6][CH:5]=1, predict the reactants needed to synthesize it. The reactants are: [H-].[Na+].[F:3][C:4]1[CH:9]=[CH:8][C:7]([OH:10])=[CH:6][CH:5]=1.Cl[C:12]1[N:17]=[C:16]([C:18]([N:20]([CH3:42])[C:21]2[CH:26]=[CH:25][C:24]([CH2:27][N:28]3[CH2:33][CH2:32][N:31]([C:34]([O:36][C:37]([CH3:40])([CH3:39])[CH3:38])=[O:35])[C@@H:30]([CH3:41])[CH2:29]3)=[CH:23][CH:22]=2)=[O:19])[CH:15]=[CH:14][CH:13]=1. (3) Given the product [NH2:10][C:9]1[S:3][CH:2]=[CH:7][C:11]=1[C:12]([NH2:14])=[O:13], predict the reactants needed to synthesize it. The reactants are: O[CH:2]1[CH2:7]SC(O)C[S:3]1.[C:9]([CH2:11][C:12]([NH2:14])=[O:13])#[N:10].C(N(CC)CC)C. (4) Given the product [F:2][C:3]1[CH:4]=[C:5]([C@H:9]([C@@H:10]2[O:15][CH2:14][CH2:13][N:12]([CH2:16][C:17]3[CH:22]=[CH:21][CH:20]=[CH:19][CH:18]=3)[CH2:11]2)[OH:24])[CH:6]=[CH:7][CH:8]=1.[F:25][C:26]1[CH:27]=[C:28]([C@@H:32]([C@H:33]2[O:38][CH2:37][CH2:36][N:35]([CH2:39][C:40]3[CH:45]=[CH:44][CH:43]=[CH:42][CH:41]=3)[CH2:34]2)[OH:47])[CH:29]=[CH:30][CH:31]=1, predict the reactants needed to synthesize it. The reactants are: B.[F:2][C:3]1[CH:4]=[C:5]([C@H:9]([OH:24])[C@H:10]2[O:15][CH2:14][CH2:13][N:12]([CH2:16][C:17]3[CH:22]=[CH:21][CH:20]=[CH:19][CH:18]=3)[C:11]2=O)[CH:6]=[CH:7][CH:8]=1.[F:25][C:26]1[CH:27]=[C:28]([C@@H:32]([OH:47])[C@@H:33]2[O:38][CH2:37][CH2:36][N:35]([CH2:39][C:40]3[CH:45]=[CH:44][CH:43]=[CH:42][CH:41]=3)[C:34]2=O)[CH:29]=[CH:30][CH:31]=1. (5) The reactants are: [C:1]([O:5][C:6]([N:8]1[CH2:13][CH2:12][C:11]([NH2:17])([C:14]([OH:16])=[O:15])[CH2:10][CH2:9]1)=[O:7])([CH3:4])([CH3:3])[CH3:2].[C:18](C1CC(=O)NC1=O)([O:20][CH2:21][C:22]1[CH:27]=[CH:26][CH:25]=[CH:24][CH:23]=1)=[O:19]. Given the product [C:1]([O:5][C:6]([N:8]1[CH2:9][CH2:10][C:11]([NH:17][C:18]([O:20][CH2:21][C:22]2[CH:27]=[CH:26][CH:25]=[CH:24][CH:23]=2)=[O:19])([C:14]([OH:16])=[O:15])[CH2:12][CH2:13]1)=[O:7])([CH3:4])([CH3:2])[CH3:3], predict the reactants needed to synthesize it. (6) Given the product [F:1][C:2]1[CH:28]=[CH:27][C:5]([CH2:6][N:7]2[C:11]3=[CH:12][N:13]=[C:14]([C:16]([N:49]([OH:50])[CH3:48])=[O:18])[CH:15]=[C:10]3[C:9]([CH2:19][O:20][CH:21]3[CH2:26][CH2:25][O:24][CH2:23][CH2:22]3)=[CH:8]2)=[CH:4][CH:3]=1, predict the reactants needed to synthesize it. The reactants are: [F:1][C:2]1[CH:28]=[CH:27][C:5]([CH2:6][N:7]2[C:11]3=[CH:12][N:13]=[C:14]([C:16]([OH:18])=O)[CH:15]=[C:10]3[C:9]([CH2:19][O:20][CH:21]3[CH2:26][CH2:25][O:24][CH2:23][CH2:22]3)=[CH:8]2)=[CH:4][CH:3]=1.ClC1N=C(OC)N=C(OC)N=1.CN1CCOCC1.Cl.[CH3:48][NH:49][OH:50].